From a dataset of Forward reaction prediction with 1.9M reactions from USPTO patents (1976-2016). Predict the product of the given reaction. Given the reactants [Br:1][C:2]1[CH:3]=[C:4]2[C:8](=[C:9]([C:11]([O:13][CH2:14][CH3:15])=[O:12])[CH:10]=1)[NH:7][CH:6]=[C:5]2[CH:16]1[CH2:20][CH2:19]S[CH2:17]1.C(N(CC(O)=O)CC(O)=O)CN(CC(O)=O)CC(O)=O.O[O:42][S:43]([O-:45])=O.[K+].C(=O)(O)[O-].[Na+], predict the reaction product. The product is: [Br:1][C:2]1[CH:3]=[C:4]2[C:8](=[C:9]([C:11]([O:13][CH2:14][CH3:15])=[O:12])[CH:10]=1)[NH:7][CH:6]=[C:5]2[CH:16]1[CH2:20][CH2:19][S:43](=[O:45])(=[O:42])[CH2:17]1.